This data is from Full USPTO retrosynthesis dataset with 1.9M reactions from patents (1976-2016). The task is: Predict the reactants needed to synthesize the given product. (1) Given the product [Cl:1][C:2]1[C:10]([C:11]#[N:12])=[CH:9][CH:8]=[C:7]2[C:3]=1[CH:4]=[C:5]([CH3:13])[N:6]2[CH2:15][C:16]1[N:20]=[C:19]([C:21]2[C:22]([CH3:27])=[N:23][O:24][C:25]=2[CH3:26])[O:18][N:17]=1, predict the reactants needed to synthesize it. The reactants are: [Cl:1][C:2]1[C:10]([C:11]#[N:12])=[CH:9][CH:8]=[C:7]2[C:3]=1[CH:4]=[C:5]([CH3:13])[NH:6]2.Cl[CH2:15][C:16]1[N:20]=[C:19]([C:21]2[C:22]([CH3:27])=[N:23][O:24][C:25]=2[CH3:26])[O:18][N:17]=1. (2) Given the product [CH3:6][O:5][C:3](=[O:4])[CH2:2][NH:1][CH2:17][CH2:16][C:15]([O:19][CH2:20][CH3:21])=[O:18], predict the reactants needed to synthesize it. The reactants are: [NH2:1][CH2:2][C:3]([O:5][CH3:6])=[O:4].Cl.CCN(CC)CC.[C:15]([O:19][CH2:20][CH3:21])(=[O:18])[CH:16]=[CH2:17]. (3) Given the product [C:1]([O:5][C:6](=[O:22])[NH:7][CH2:8][CH2:9][C:10]1[C:18]2[C:13](=[CH:14][C:15]([NH2:19])=[CH:16][CH:17]=2)[NH:12][CH:11]=1)([CH3:4])([CH3:2])[CH3:3], predict the reactants needed to synthesize it. The reactants are: [C:1]([O:5][C:6](=[O:22])[NH:7][CH2:8][CH2:9][C:10]1[C:18]2[C:13](=[CH:14][C:15]([N+:19]([O-])=O)=[CH:16][CH:17]=2)[NH:12][CH:11]=1)([CH3:4])([CH3:3])[CH3:2]. (4) Given the product [CH2:1]([O:8][C:9]1[C:17]([C:18](=[N:28][C:24]([CH3:27])([CH3:26])[CH3:25])[CH2:19][CH2:20][CH3:21])=[CH:16][CH:15]=[C:14]2[C:10]=1[CH:11]=[CH:12][N:13]2[CH3:23])[C:2]1[CH:7]=[CH:6][CH:5]=[CH:4][CH:3]=1, predict the reactants needed to synthesize it. The reactants are: [CH2:1]([O:8][C:9]1[C:17]([C:18](=O)[CH2:19][CH2:20][CH3:21])=[CH:16][CH:15]=[C:14]2[C:10]=1[CH:11]=[CH:12][N:13]2[CH3:23])[C:2]1[CH:7]=[CH:6][CH:5]=[CH:4][CH:3]=1.[C:24]([NH2:28])([CH3:27])([CH3:26])[CH3:25]. (5) The reactants are: CC(OI1(OC(C)=O)(OC(C)=O)OC(=O)C2C=CC=CC1=2)=O.[CH3:23][O:24][C:25]1[CH:46]=[CH:45][C:28]([CH2:29][O:30][C:31]2[C:36]([N:37]3[CH2:42][CH2:41][CH:40]([OH:43])[CH2:39][CH2:38]3)=[C:35]([CH3:44])[CH:34]=[CH:33][N:32]=2)=[CH:27][CH:26]=1. Given the product [CH3:23][O:24][C:25]1[CH:26]=[CH:27][C:28]([CH2:29][O:30][C:31]2[C:36]([N:37]3[CH2:42][CH2:41][C:40](=[O:43])[CH2:39][CH2:38]3)=[C:35]([CH3:44])[CH:34]=[CH:33][N:32]=2)=[CH:45][CH:46]=1, predict the reactants needed to synthesize it.